This data is from Full USPTO retrosynthesis dataset with 1.9M reactions from patents (1976-2016). The task is: Predict the reactants needed to synthesize the given product. (1) Given the product [Br:1][C:2]1[CH:3]=[CH:4][C:5]([C:8]2[C:12]([C:13]#[N:14])=[C:11]([CH2:15][CH3:16])[N:10]([CH3:25])[C:9]=2[C:17]([O:19][CH2:20][CH3:21])=[O:18])=[CH:6][CH:7]=1, predict the reactants needed to synthesize it. The reactants are: [Br:1][C:2]1[CH:7]=[CH:6][C:5]([C:8]2[C:12]([C:13]#[N:14])=[C:11]([CH2:15][CH3:16])[NH:10][C:9]=2[C:17]([O:19][CH2:20][CH3:21])=[O:18])=[CH:4][CH:3]=1.O.IC.[C:25](=O)([O-])[O-].[K+].[K+]. (2) Given the product [F:35][C:33]1[CH:32]=[CH:31][C:30]([N:36]2[N:40]=[CH:39][CH:38]=[N:37]2)=[C:29]([C:27]([N:21]2[CH2:22][CH2:23][C@@H:24]3[C@@H:19]([N:26]([C:46]4[CH:45]=[C:44]([CH3:49])[N:43]=[C:42]([NH2:41])[N:47]=4)[CH2:25]3)[CH2:20]2)=[O:28])[CH:34]=1, predict the reactants needed to synthesize it. The reactants are: C12N(C3C=NC4C(=CC=CC=4)N=3)CC1CCNC2.[C@@H:19]12[NH:26][CH2:25][C@@H:24]1[CH2:23][CH2:22][N:21]([C:27]([C:29]1[CH:34]=[C:33]([F:35])[CH:32]=[CH:31][C:30]=1[N:36]1[N:40]=[CH:39][CH:38]=[N:37]1)=[O:28])[CH2:20]2.[NH2:41][C:42]1[N:47]=[C:46](Cl)[CH:45]=[C:44]([CH3:49])[N:43]=1. (3) Given the product [C:13]([NH:16][C:17]1[CH:22]=[C:21]([CH2:23][O:24][S:9]([CH3:8])(=[O:11])=[O:10])[CH:20]=[CH:19][N:18]=1)(=[O:15])[CH3:14], predict the reactants needed to synthesize it. The reactants are: C(N(CC)CC)C.[CH3:8][S:9](Cl)(=[O:11])=[O:10].[C:13]([NH:16][C:17]1[CH:22]=[C:21]([CH2:23][OH:24])[CH:20]=[CH:19][N:18]=1)(=[O:15])[CH3:14].O. (4) Given the product [CH2:1]([O:8][C:9]1[CH:14]=[C:13]([O:15][CH:24]([CH3:26])[CH3:25])[CH:12]=[CH:11][C:10]=1/[CH:16]=[CH:17]/[C:18]([O:20][CH2:21][CH3:22])=[O:19])[C:2]1[CH:3]=[CH:4][CH:5]=[CH:6][CH:7]=1, predict the reactants needed to synthesize it. The reactants are: [CH2:1]([O:8][C:9]1[CH:14]=[C:13]([OH:15])[CH:12]=[CH:11][C:10]=1/[CH:16]=[CH:17]/[C:18]([O:20][CH2:21][CH3:22])=[O:19])[C:2]1[CH:7]=[CH:6][CH:5]=[CH:4][CH:3]=1.I[CH:24]([CH3:26])[CH3:25].C(=O)([O-])[O-].[K+].[K+].O. (5) Given the product [ClH:43].[ClH:43].[C:1]1([C:7]2[CH:11]=[C:10]([C:12]3[CH:17]=[CH:16][CH:15]=[CH:14][CH:13]=3)[N:9]([CH2:18][C:19]3[CH:38]=[CH:37][C:22]([CH2:23][NH:24][C:25]4[CH:30]=[CH:29][C:28]([CH2:31][CH2:32][C:33]([OH:35])=[O:34])=[C:27]([F:36])[CH:26]=4)=[CH:21][C:20]=3[O:39][CH:40]([CH3:42])[CH3:41])[N:8]=2)[CH:6]=[CH:5][CH:4]=[CH:3][CH:2]=1, predict the reactants needed to synthesize it. The reactants are: [C:1]1([C:7]2[CH:11]=[C:10]([C:12]3[CH:17]=[CH:16][CH:15]=[CH:14][CH:13]=3)[N:9]([CH2:18][C:19]3[CH:38]=[CH:37][C:22]([CH2:23][NH:24][C:25]4[CH:30]=[CH:29][C:28]([CH2:31][CH2:32][C:33]([OH:35])=[O:34])=[C:27]([F:36])[CH:26]=4)=[CH:21][C:20]=3[O:39][CH:40]([CH3:42])[CH3:41])[N:8]=2)[CH:6]=[CH:5][CH:4]=[CH:3][CH:2]=1.[ClH:43].C(OCC)(=O)C. (6) Given the product [CH3:28][C:22]1([CH3:29])[C:21]2[C:26](=[CH:27][C:18]([CH:12]([CH2:13][CH2:14][CH2:15][CH2:16][CH3:17])[CH2:11][O:10][C:7]3[CH:6]=[CH:5][C:4]([C:3]([OH:30])=[O:2])=[CH:9][CH:8]=3)=[CH:19][CH:20]=2)[O:25][CH2:24][CH2:23]1, predict the reactants needed to synthesize it. The reactants are: C[O:2][C:3](=[O:30])[C:4]1[CH:9]=[CH:8][C:7]([O:10][CH2:11][CH:12]([C:18]2[CH:27]=[C:26]3[C:21]([C:22]([CH3:29])([CH3:28])[CH2:23][CH2:24][O:25]3)=[CH:20][CH:19]=2)[CH2:13][CH2:14][CH2:15][CH2:16][CH3:17])=[CH:6][CH:5]=1.[OH-].[K+].C1COCC1.Cl.